From a dataset of Reaction yield outcomes from USPTO patents with 853,638 reactions. Predict the reaction yield, written as a fraction of the theoretical maximum amount of product (1.0 means a 100% yield; for example, 0.34 means a 34% yield). (1) The reactants are [C:1]([NH:4][C:5]1[C:6]([C:11]([OH:13])=O)=[C:7]([CH3:10])[S:8][CH:9]=1)(=[O:3])[CH3:2].C1(P(C2C=CC=CC=2)C2C=CC=CC=2)C=CC=CC=1.ClN1C(=O)CCC1=O.[CH:41]1([CH2:44][N:45]2[C:53]3[N:52]=[C:51]([CH2:54][C:55]4[CH:60]=[CH:59][C:58]([NH:61][CH3:62])=[CH:57][CH:56]=4)[NH:50][C:49]=3[C:48](=[O:63])[N:47]([CH2:64][C:65]3[CH:70]=[CH:69][CH:68]=[CH:67][C:66]=3[F:71])[C:46]2=[O:72])[CH2:43][CH2:42]1.C(N(CC)CC)C. The catalyst is ClCCl. The product is [CH:41]1([CH2:44][N:45]2[C:53]3[N:52]=[C:51]([CH2:54][C:55]4[CH:56]=[CH:57][C:58]([N:61]([CH3:62])[C:11]([C:6]5[C:5]([NH:4][C:1](=[O:3])[CH3:2])=[CH:9][S:8][C:7]=5[CH3:10])=[O:13])=[CH:59][CH:60]=4)[NH:50][C:49]=3[C:48](=[O:63])[N:47]([CH2:64][C:65]3[CH:70]=[CH:69][CH:68]=[CH:67][C:66]=3[F:71])[C:46]2=[O:72])[CH2:43][CH2:42]1. The yield is 0.261. (2) The reactants are [CH:1]1([N:7]([CH:19]2[CH2:24][CH2:23][CH2:22][CH2:21][CH2:20]2)[C:8](=[O:18])[NH:9][C:10]2[S:11][C:12]([C:15](O)=[O:16])=[CH:13][N:14]=2)[CH2:6][CH2:5][CH2:4][CH2:3][CH2:2]1.[N:25]1([C:31](=[O:39])[CH2:32][N:33]2[CH2:38][CH2:37][NH:36][CH2:35][CH2:34]2)[CH2:30][CH2:29][O:28][CH2:27][CH2:26]1.CN(C(ON1N=NC2C=CC=CC1=2)=[N+](C)C)C.F[P-](F)(F)(F)(F)F.CCN(C(C)C)C(C)C. The catalyst is CCOC(C)=O.CN(C=O)C. The product is [CH:19]1([N:7]([CH:1]2[CH2:6][CH2:5][CH2:4][CH2:3][CH2:2]2)[C:8]([NH:9][C:10]2[S:11][C:12]([C:15]([N:36]3[CH2:37][CH2:38][N:33]([CH2:32][C:31]([N:25]4[CH2:26][CH2:27][O:28][CH2:29][CH2:30]4)=[O:39])[CH2:34][CH2:35]3)=[O:16])=[CH:13][N:14]=2)=[O:18])[CH2:24][CH2:23][CH2:22][CH2:21][CH2:20]1. The yield is 0.310. (3) The reactants are [CH2:1]([C@H:8]([NH:21][C:22]([C@@H:24]([NH:34][C:35]([C@@H:37]([NH:39][C:40]([CH:42]1[CH2:50][C:49]2[C:44](=[CH:45][CH:46]=[CH:47][CH:48]=2)[CH2:43]1)=[O:41])[CH3:38])=[O:36])[CH2:25][C:26]1[CH:31]=[CH:30][C:29]([O:32][CH3:33])=[CH:28][CH:27]=1)=[O:23])[CH:9]([C:11](=[O:20])[NH:12][CH2:13][C:14]1[CH:19]=[CH:18][CH:17]=[CH:16][CH:15]=1)[OH:10])[C:2]1[CH:7]=[CH:6][CH:5]=[CH:4][CH:3]=1.CC(OI1(OC(C)=O)(OC(C)=O)OC(=O)C2C=CC=CC1=2)=O. The catalyst is ClCCl. The product is [CH2:1]([C@H:8]([NH:21][C:22]([C@@H:24]([NH:34][C:35]([C@@H:37]([NH:39][C:40]([CH:42]1[CH2:43][C:44]2[C:49](=[CH:48][CH:47]=[CH:46][CH:45]=2)[CH2:50]1)=[O:41])[CH3:38])=[O:36])[CH2:25][C:26]1[CH:31]=[CH:30][C:29]([O:32][CH3:33])=[CH:28][CH:27]=1)=[O:23])[C:9]([C:11](=[O:20])[NH:12][CH2:13][C:14]1[CH:15]=[CH:16][CH:17]=[CH:18][CH:19]=1)=[O:10])[C:2]1[CH:3]=[CH:4][CH:5]=[CH:6][CH:7]=1. The yield is 0.230. (4) The reactants are [CH3:1][C:2]1[N:7]=[C:6]([C:8]2[CH:13]=[CH:12][CH:11]=[C:10]([C:14]3[CH:15]=[C:16]([S:20](Cl)(=[O:22])=[O:21])[CH:17]=[CH:18][CH:19]=3)[N:9]=2)[CH:5]=[C:4]([C:24]2[CH:29]=[CH:28][C:27]([C:30]([F:33])([F:32])[F:31])=[CH:26][CH:25]=2)[CH:3]=1.[CH3:34][O:35][CH2:36][CH2:37][NH2:38]. The catalyst is C1COCC1.CCOC(C)=O. The product is [CH3:34][O:35][CH2:36][CH2:37][NH:38][S:20]([C:16]1[CH:17]=[CH:18][CH:19]=[C:14]([C:10]2[N:9]=[C:8]([C:6]3[CH:5]=[C:4]([C:24]4[CH:29]=[CH:28][C:27]([C:30]([F:31])([F:32])[F:33])=[CH:26][CH:25]=4)[CH:3]=[C:2]([CH3:1])[N:7]=3)[CH:13]=[CH:12][CH:11]=2)[CH:15]=1)(=[O:22])=[O:21]. The yield is 0.620.